From a dataset of Full USPTO retrosynthesis dataset with 1.9M reactions from patents (1976-2016). Predict the reactants needed to synthesize the given product. (1) Given the product [OH:50][NH:49][CH:46]([CH2:45][C@@H:44]([C:38]1[CH:43]=[CH:42][CH:41]=[CH:40][CH:39]=1)[CH3:48])[CH2:1][S:2]([N:5]1[CH2:6][CH2:7][N:8]([C:11]2[CH:16]=[CH:15][C:14]([C:17]#[C:18][Si:19]([CH3:21])([CH3:20])[CH3:22])=[CH:13][CH:12]=2)[CH2:9][CH2:10]1)(=[O:4])=[O:3], predict the reactants needed to synthesize it. The reactants are: [CH3:1][S:2]([N:5]1[CH2:10][CH2:9][N:8]([C:11]2[CH:16]=[CH:15][C:14]([C:17]#[C:18][Si:19]([CH3:22])([CH3:21])[CH3:20])=[CH:13][CH:12]=2)[CH2:7][CH2:6]1)(=[O:4])=[O:3].[Li+].C[Si]([N-][Si](C)(C)C)(C)C.Cl[Si](C)(C)C.[C:38]1([C@@H:44]([CH3:48])[CH2:45][CH:46]=O)[CH:43]=[CH:42][CH:41]=[CH:40][CH:39]=1.[NH2:49][OH:50]. (2) Given the product [Cl:30][C:31]1[CH:32]=[C:33]([C:37]([NH:29][CH:17]2[CH2:18][CH:19]([C:21]3[CH:22]=[CH:23][C:24]([CH2:27][CH3:28])=[CH:25][CH:26]=3)[CH2:20][N:15]([C:13]([CH:8]3[CH2:9][CH2:10][CH2:11][CH2:12]3)=[O:14])[CH2:16]2)=[O:38])[CH:34]=[N:35][CH:36]=1, predict the reactants needed to synthesize it. The reactants are: FC(F)(F)C(O)=O.[CH:8]1([C:13]([N:15]2[CH2:20][CH:19]([C:21]3[CH:26]=[CH:25][C:24]([CH2:27][CH3:28])=[CH:23][CH:22]=3)[CH2:18][CH:17]([NH2:29])[CH2:16]2)=[O:14])[CH2:12][CH2:11][CH2:10][CH2:9]1.[Cl:30][C:31]1[CH:32]=[C:33]([C:37](O)=[O:38])[CH:34]=[N:35][CH:36]=1. (3) Given the product [NH2:8][O:9][CH2:10][CH2:11][CH2:12][CH2:13][CH2:14][CH2:15][CH2:16][CH2:17][CH2:18][CH2:19][CH2:20][CH2:21][CH2:22][CH2:23][CH2:24][C:25]([OH:27])=[O:26], predict the reactants needed to synthesize it. The reactants are: C(OC([NH:8][O:9][CH2:10][CH2:11][CH2:12][CH2:13][CH2:14][CH2:15][CH2:16][CH2:17][CH2:18][CH2:19][CH2:20][CH2:21][CH2:22][CH2:23][CH2:24][C:25]([OH:27])=[O:26])=O)(C)(C)C.C(OCC)C. (4) Given the product [C:1]([O:7][CH2:8][C@@H:9]([O:36][C:37]([CH3:39])([CH3:40])[CH3:38])[C:10]1[C:11]([C:29]2[CH:30]=[CH:31][C:32]([Cl:35])=[CH:33][CH:34]=2)=[C:12]2[C:17](=[CH:18][C:19]=1[CH3:20])[N:16]1[N:41]=[N:42][N:43]=[C:15]1[CH:14]=[CH:13]2)(=[O:6])[C:2]([CH3:5])([CH3:4])[CH3:3], predict the reactants needed to synthesize it. The reactants are: [C:1]([O:7][CH2:8][C@@H:9]([O:36][C:37]([CH3:40])([CH3:39])[CH3:38])[C:10]1[C:11]([C:29]2[CH:34]=[CH:33][C:32]([Cl:35])=[CH:31][CH:30]=2)=[C:12]2[C:17](=[CH:18][C:19]=1[CH3:20])[N:16]=[C:15](OS(C(F)(F)F)(=O)=O)[CH:14]=[CH:13]2)(=[O:6])[C:2]([CH3:5])([CH3:4])[CH3:3].[N-:41]=[N+:42]=[N-:43].[Na+]. (5) The reactants are: [CH2:1]([O:3][C:4]([C:6]1[S:10][C:9]([NH:11][C:12]2[CH:17]=[C:16]([O:18][CH2:19][C:20]3[CH:25]=[CH:24][CH:23]=[CH:22][CH:21]=3)[CH:15]=[CH:14][C:13]=2[NH2:26])=[N:8][C:7]=1[C:27]1[CH:32]=[CH:31][CH:30]=[C:29]([Cl:33])[CH:28]=1)=[O:5])[CH3:2].[CH:34](OCC)(OCC)OCC. Given the product [CH2:1]([O:3][C:4]([C:6]1[S:10][C:9]([N:11]2[C:12]3[CH:17]=[C:16]([O:18][CH2:19][C:20]4[CH:25]=[CH:24][CH:23]=[CH:22][CH:21]=4)[CH:15]=[CH:14][C:13]=3[N:26]=[CH:34]2)=[N:8][C:7]=1[C:27]1[CH:32]=[CH:31][CH:30]=[C:29]([Cl:33])[CH:28]=1)=[O:5])[CH3:2], predict the reactants needed to synthesize it. (6) Given the product [CH2:18]([O:1][CH:2]1[CH2:7][CH2:6][CH2:5][N:4]([NH:8][C:9]([O:11][C:12]([CH3:15])([CH3:14])[CH3:13])=[O:10])[CH2:3]1)[C:19]1[CH:24]=[CH:23][CH:22]=[CH:21][CH:20]=1, predict the reactants needed to synthesize it. The reactants are: [OH:1][CH:2]1[CH2:7][CH2:6][CH2:5][N:4]([NH:8][C:9]([O:11][C:12]([CH3:15])([CH3:14])[CH3:13])=[O:10])[CH2:3]1.[OH-].[Na+].[CH2:18](Br)[C:19]1[CH:24]=[CH:23][CH:22]=[CH:21][CH:20]=1.Cl. (7) Given the product [CH3:28][O:27][C:24]1[CH:25]=[CH:26][C:21]([NH:20][C:13]2[CH:12]=[C:11]([C:29]([OH:31])=[O:30])[C:10]([NH:9][C:6]3[CH:5]=[CH:4][C:3]([O:2][CH3:1])=[CH:8][CH:7]=3)=[CH:15][C:14]=2[C:16]([OH:18])=[O:17])=[CH:22][CH:23]=1, predict the reactants needed to synthesize it. The reactants are: [CH3:1][O:2][C:3]1[CH:8]=[CH:7][C:6]([NH:9][C:10]2[CH2:15][C:14]([C:16]([O:18]C)=[O:17])=[C:13]([NH:20][C:21]3[CH:26]=[CH:25][C:24]([O:27][CH3:28])=[CH:23][CH:22]=3)[CH2:12][C:11]=2[C:29]([O:31]C)=[O:30])=[CH:5][CH:4]=1.[Na].[N+](C1C=C(S(O)(=O)=O)C=CC=1)([O-])=O.[OH-].[Na+].Cl. (8) Given the product [NH2:1][CH2:2][C:3]1[CH:8]=[CH:7][C:6]([S:9]([NH:12][C:13]([CH3:16])([CH3:15])[CH3:14])(=[O:11])=[O:10])=[C:5]([Cl:28])[CH:4]=1, predict the reactants needed to synthesize it. The reactants are: [NH2:1][CH2:2][C:3]1[CH:8]=[CH:7][C:6]([S:9]([NH:12][C:13]([CH3:16])([CH3:15])[CH3:14])(=[O:11])=[O:10])=[CH:5][C:4]=1C.BrC1C=CC(S([Cl:28])(=O)=O)=C(Cl)C=1.CN1C(=O)CCC1.[H-].[Al+3].[Li+].[H-].[H-].[H-].